The task is: Predict the product of the given reaction.. This data is from Forward reaction prediction with 1.9M reactions from USPTO patents (1976-2016). (1) Given the reactants C(=O)(O)[O-].[Na+:5].S([O-])([O-])=O.[Na+].[Na+].[C:12]([C:16]1[CH:21]=[CH:20][C:19]([S:22](Cl)(=[O:24])=[O:23])=[CH:18][CH:17]=1)([CH3:15])([CH3:14])[CH3:13], predict the reaction product. The product is: [Na+:5].[C:12]([C:16]1[CH:21]=[CH:20][C:19]([S:22]([O-:24])=[O:23])=[CH:18][CH:17]=1)([CH3:15])([CH3:13])[CH3:14]. (2) Given the reactants [O:1]=[C:2]1[C:7]2[C:8]([C:11]3[CH:16]=[CH:15][C:14]([S:17]([NH2:20])(=[O:19])=[O:18])=[CH:13][CH:12]=3)=[N:9][NH:10][C:6]=2[CH:5]=[CH:4][NH:3]1.[H-].[Na+].CC1C=CC(S(O[CH2:34][CH:35]2[CH2:38][O:37][CH2:36]2)(=O)=O)=CC=1, predict the reaction product. The product is: [O:37]1[CH2:38][CH:35]([CH2:34][N:10]2[C:6]3[CH:5]=[CH:4][NH:3][C:2](=[O:1])[C:7]=3[C:8]([C:11]3[CH:12]=[CH:13][C:14]([S:17]([NH2:20])(=[O:19])=[O:18])=[CH:15][CH:16]=3)=[N:9]2)[CH2:36]1. (3) Given the reactants [CH3:1][C:2]1([CH3:12])[C:7](=[O:8])[CH2:6][C:5](=[O:9])[C:4]([CH3:11])([CH3:10])[O:3]1.C(Cl)(Cl)Cl.C([O-])(=O)C.C([O-])(=O)C.C([O-])(=O)C.[Cl:29][C:30]1[CH:31]=[CH:32][C:33]([CH3:37])=[C:34]([Pb+3])[CH:35]=1, predict the reaction product. The product is: [Cl:29][C:30]1[CH:35]=[CH:34][C:33]([CH3:37])=[C:32]([CH:6]2[C:7](=[O:8])[C:2]([CH3:12])([CH3:1])[O:3][C:4]([CH3:11])([CH3:10])[C:5]2=[O:9])[CH:31]=1. (4) Given the reactants [CH3:1][C:2]1[N:3]=[C:4]([NH2:17])[S:5][C:6]=1[C:7]1[CH:12]=[CH:11][N:10]=[C:9]([C:13]2([CH3:16])[CH2:15][CH2:14]2)[CH:8]=1.[C:18](N1C=CN=C1)([N:20]1[CH:24]=[CH:23][N:22]=[CH:21]1)=[O:19], predict the reaction product. The product is: [CH3:1][C:2]1[N:3]=[C:4]([NH:17][C:18]([N:20]2[CH:24]=[CH:23][N:22]=[CH:21]2)=[O:19])[S:5][C:6]=1[C:7]1[CH:12]=[CH:11][N:10]=[C:9]([C:13]2([CH3:16])[CH2:15][CH2:14]2)[CH:8]=1. (5) Given the reactants Cl[C:2]1[C:3]([CH3:22])=[N:4][C:5]2[C:10]([N:11]=1)=[C:9]([C:12]1[NH:20][C:19]3[CH2:18][CH2:17][NH:16][C:15](=[O:21])[C:14]=3[CH:13]=1)[CH:8]=[CH:7][CH:6]=2.Cl.[F:24][C:25]([F:31])([F:30])[C:26]([CH3:29])([NH2:28])[CH3:27].C(#N)C.[OH2:35], predict the reaction product. The product is: [C:26]([OH:21])([C:25]([F:31])([F:30])[F:24])=[O:35].[CH3:22][C:3]1[C:2]([NH:28][C:26]([CH3:29])([CH3:27])[C:25]([F:31])([F:30])[F:24])=[N:11][C:10]2[C:5](=[CH:6][CH:7]=[CH:8][C:9]=2[C:12]2[NH:20][C:19]3[CH2:18][CH2:17][NH:16][C:15](=[O:21])[C:14]=3[CH:13]=2)[N:4]=1. (6) Given the reactants [Cl:1][C:2]1[CH:10]=[CH:9][C:5]([C:6]([OH:8])=O)=[CH:4][C:3]=1[C:11]1[O:12][C:13]([CH:16]=[C:17]2[S:21][C:20](=[S:22])[NH:19][C:18]2=[O:23])=[CH:14][CH:15]=1.CN(C(ON1N=NC2C=CC=CC1=2)=[N+](C)C)C.F[P-](F)(F)(F)(F)F.CCN(C(C)C)C(C)C.[CH3:57][O:58][CH2:59][CH2:60][NH2:61], predict the reaction product. The product is: [Cl:1][C:2]1[CH:10]=[CH:9][C:5]([C:6]([NH:61][CH2:60][CH2:59][O:58][CH3:57])=[O:8])=[CH:4][C:3]=1[C:11]1[O:12][C:13]([CH:16]=[C:17]2[S:21][C:20](=[S:22])[NH:19][C:18]2=[O:23])=[CH:14][CH:15]=1. (7) The product is: [I:1][C:2]1[CH:3]=[C:4]([NH2:28])[C:5]([NH:8][CH2:9][C:10]2[CH:15]=[CH:14][C:13]([O:16][CH2:17][C:18]3[CH:23]=[CH:22][C:21]([O:24][CH3:25])=[CH:20][CH:19]=3)=[C:12]([O:26][CH3:27])[CH:11]=2)=[N:6][CH:7]=1. Given the reactants [I:1][C:2]1[CH:3]=[C:4]([N+:28]([O-])=O)[C:5]([NH:8][CH2:9][C:10]2[CH:15]=[CH:14][C:13]([O:16][CH2:17][C:18]3[CH:23]=[CH:22][C:21]([O:24][CH3:25])=[CH:20][CH:19]=3)=[C:12]([O:26][CH3:27])[CH:11]=2)=[N:6][CH:7]=1.O.[Cl-].[NH4+], predict the reaction product. (8) Given the reactants Br[C:2]1[CH:11]=[CH:10][C:9]2[N:8]=[CH:7][C:6]3[N:12]([CH3:23])[C:13](=[O:22])[N:14]([C:15]4[C:16]([CH3:21])=[N:17][N:18]([CH3:20])[CH:19]=4)[C:5]=3[C:4]=2[CH:3]=1.[O:24]1[CH2:29][CH2:28][CH:27]([NH:30][C:31]2[CH:36]=[CH:35][C:34](B3OC(C)(C)C(C)(C)O3)=[CH:33][N:32]=2)[CH2:26][CH2:25]1, predict the reaction product. The product is: [CH3:20][N:18]1[CH:19]=[C:15]([N:14]2[C:5]3[C:4]4[CH:3]=[C:2]([C:34]5[CH:33]=[N:32][C:31]([NH:30][CH:27]6[CH2:28][CH2:29][O:24][CH2:25][CH2:26]6)=[CH:36][CH:35]=5)[CH:11]=[CH:10][C:9]=4[N:8]=[CH:7][C:6]=3[N:12]([CH3:23])[C:13]2=[O:22])[C:16]([CH3:21])=[N:17]1. (9) The product is: [N:18]1[CH:19]=[CH:20][C:15]([C:14]#[C:13][C:10]2[CH:9]=[CH:8][C:7]([OH:6])=[CH:12][CH:11]=2)=[CH:16][CH:17]=1. Given the reactants B(Br)(Br)Br.C[O:6][C:7]1[CH:12]=[CH:11][C:10]([C:13]#[C:14][C:15]2[CH:20]=[CH:19][N:18]=[CH:17][CH:16]=2)=[CH:9][CH:8]=1.[OH-].[Na+].Cl, predict the reaction product. (10) Given the reactants [CH3:1][O:2][C:3]1[CH:10]=[CH:9][C:6]([CH2:7]Cl)=[CH:5][CH:4]=1.[Cl:11][SiH:12]([Cl:14])[Cl:13], predict the reaction product. The product is: [CH3:1][O:2][C:3]1[CH:10]=[CH:9][C:6]([CH2:7][Si:12]([Cl:14])([Cl:13])[Cl:11])=[CH:5][CH:4]=1.